From a dataset of Full USPTO retrosynthesis dataset with 1.9M reactions from patents (1976-2016). Predict the reactants needed to synthesize the given product. (1) The reactants are: [OH:1][CH2:2][CH:3]1[CH:9]([NH:10][C:11](=[O:17])[O:12][C:13]([CH3:16])([CH3:15])[CH3:14])[CH2:8][C@@H:7]2[O:18][C@H:4]1[CH2:5][CH2:6]2.O[C:20]1[CH:25]=[CH:24][C:23]([C:26]2[CH:33]=[CH:32][C:29]([C:30]#[N:31])=[CH:28][N:27]=2)=[CH:22][CH:21]=1.C1CCN(C(N=NC(N2CCCCC2)=O)=O)CC1.P(CCCC)(CCCC)CCCC. Given the product [C:30]([C:29]1[CH:32]=[CH:33][C:26]([C:23]2[CH:22]=[CH:21][C:20]([O:1][CH2:2][CH:3]3[CH:9]([NH:10][C:11](=[O:17])[O:12][C:13]([CH3:14])([CH3:15])[CH3:16])[CH2:8][C@@H:7]4[O:18][C@H:4]3[CH2:5][CH2:6]4)=[CH:25][CH:24]=2)=[N:27][CH:28]=1)#[N:31], predict the reactants needed to synthesize it. (2) Given the product [ClH:33].[C:27]1([S:24]([C:23]2[C:19]3[CH:18]=[CH:17][CH:16]=[C:15]([N:12]4[CH2:13][CH2:14][NH:9][CH2:10][CH2:11]4)[C:20]=3[O:21][CH:22]=2)(=[O:26])=[O:25])[CH:28]=[CH:29][CH:30]=[CH:31][CH:32]=1, predict the reactants needed to synthesize it. The reactants are: FC(F)(F)C(O)=O.C[N:9]1[CH2:14][CH2:13][N:12]([C:15]2[C:20]3[O:21][CH:22]=[C:23]([S:24]([C:27]4[CH:32]=[CH:31][CH:30]=[CH:29][CH:28]=4)(=[O:26])=[O:25])[C:19]=3[CH:18]=[CH:17][CH:16]=2)[CH2:11][CH2:10]1.[Cl:33]C(OC(Cl)C)=O.C(N(CC)C(C)C)(C)C. (3) Given the product [CH2:1]([O:3][C:4](=[O:21])[C:5]1[CH:10]=[CH:9][C:8]([S:11][C:12]2[CH:13]=[CH:14][CH:15]=[CH:16][CH:17]=2)=[C:7]([NH2:18])[CH:6]=1)[CH3:2], predict the reactants needed to synthesize it. The reactants are: [CH2:1]([O:3][C:4](=[O:21])[C:5]1[CH:10]=[CH:9][C:8]([S:11][C:12]2[CH:17]=[CH:16][CH:15]=[CH:14][CH:13]=2)=[C:7]([N+:18]([O-])=O)[CH:6]=1)[CH3:2].Cl[Sn]Cl. (4) Given the product [Cl:31][C:28]1[CH:29]=[CH:30][C:25]([O:24][C:21]2[N:22]=[CH:23][C:18]([N:10]3[C@@H:9]([C:5]4[CH:6]=[CH:7][CH:8]=[C:3]([C:2]([F:1])([F:15])[F:16])[CH:4]=4)[CH2:13][O:12][C:11]3=[O:14])=[N:19][CH:20]=2)=[CH:26][CH:27]=1, predict the reactants needed to synthesize it. The reactants are: [F:1][C:2]([F:16])([F:15])[C:3]1[CH:4]=[C:5]([CH:9]2[CH2:13][O:12][C:11](=[O:14])[NH:10]2)[CH:6]=[CH:7][CH:8]=1.Br[C:18]1[CH:23]=[N:22][C:21]([O:24][C:25]2[CH:30]=[CH:29][C:28]([Cl:31])=[CH:27][CH:26]=2)=[CH:20][N:19]=1.